Dataset: Kinase inhibitor binding affinity data with 442 proteins and 68 drugs (Kd values). Task: Regression. Given a target protein amino acid sequence and a drug SMILES string, predict the binding affinity score between them. We predict pKd (pKd = -log10(Kd in M); higher means stronger binding). Dataset: davis. (1) The drug is Cc1cc(Nc2cc(N3CCN(C)CC3)nc(Sc3ccc(NC(=O)C4CC4)cc3)n2)n[nH]1. The target protein (CSNK2A2) has sequence MPGPAAGSRARVYAEVNSLRSREYWDYEAHVPSWGNQDDYQLVRKLGRGKYSEVFEAINITNNERVVVKILKPVKKKKIKREVKILENLRGGTNIIKLIDTVKDPVSKTPALVFEYINNTDFKQLYQILTDFDIRFYMYELLKALDYCHSKGIMHRDVKPHNVMIDHQQKKLRLIDWGLAEFYHPAQEYNVRVASRYFKGPELLVDYQMYDYSLDMWSLGCMLASMIFRREPFFHGQDNYDQLVRIAKVLGTEELYGYLKKYHIDLDPHFNDILGQHSRKRWENFIHSENRHLVSPEALDLLDKLLRYDHQQRLTAKEAMEHPYFYPVVKEQSQPCADNAVLSSGLTAAR. The pKd is 5.0. (2) The compound is CCn1c(-c2nonc2N)nc2c(C#CC(C)(C)O)ncc(OCC3CCCNC3)c21. The target protein (TAOK3) has sequence MRKGVLKDPEIADLFYKDDPEELFIGLHEIGHGSFGAVYFATNAHTSEVVAIKKMSYSGKQTHEKWQDILKEVKFLRQLKHPNTIEYKGCYLKEHTAWLVMEYCLGSASDLLEVHKKPLQEVEIAAITHGALHGLAYLHSHALIHRDIKAGNILLTEPGQVKLADFGSASMASPANSFVGTPYWMAPEVILAMDEGQYDGKVDIWSLGITCIELAERKPPLFNMNAMSALYHIAQNDSPTLQSNEWTDSFRRFVDYCLQKIPQERPTSAELLRHDFVRRDRPLRVLIDLIQRTKDAVRELDNLQYRKMKKILFQETRNGPLNESQEDEEDSEHGTSLNREMDSLGSNHSIPSMSVSTGSQSSSVNSMQEVMDESSSELVMMHDDESTINSSSSVVHKKDHVFIRDEAGHGDPRPEPRPTQSVQSQALHYRNRERFATIKSASLVTRQIHEHEQENELREQMSGYKRMRRQHQKQLIALENKLKAEMDEHRLKLQKEVETH.... The pKd is 5.0. (3) The drug is CC1CCN(C(=O)CC#N)CC1N(C)c1ncnc2[nH]ccc12. The target protein is PFCDPK1(Pfalciparum). The pKd is 5.0. (4) The small molecule is CCC1C(=O)N(C)c2cnc(Nc3ccc(C(=O)NC4CCN(C)CC4)cc3OC)nc2N1C1CCCC1. The target protein is PFCDPK1(Pfalciparum). The pKd is 5.0. (5) The compound is CC12OC(CC1(O)CO)n1c3ccccc3c3c4c(c5c6ccccc6n2c5c31)CNC4=O. The target protein (SGK3) has sequence MQRDHTMDYKESCPSVSIPSSDEHREKKKRFTVYKVLVSVGRSEWFVFRRYAEFDKLYNTLKKQFPAMALKIPAKRIFGDNFDPDFIKQRRAGLNEFIQNLVRYPELYNHPDVRAFLQMDSPKHQSDPSEDEDERSSQKLHSTSQNINLGPSGNPHAKPTDFDFLKVIGKGSFGKVLLAKRKLDGKFYAVKVLQKKIVLNRKEQKHIMAERNVLLKNVKHPFLVGLHYSFQTTEKLYFVLDFVNGGELFFHLQRERSFPEHRARFYAAEIASALGYLHSIKIVYRDLKPENILLDSVGHVVLTDFGLCKEGIAISDTTTTFCGTPEYLAPEVIRKQPYDNTVDWWCLGAVLYEMLYGLPPFYCRDVAEMYDNILHKPLSLRPGVSLTAWSILEELLEKDRQNRLGAKEDFLEIQNHPFFESLSWADLVQKKIPPPFNPNVAGPDDIRNFDTAFTEETVPYSVCVSSDYSIVNASVLEADDAFVGFSYAPPSEDLFL. The pKd is 8.2. (6) The drug is COc1ccc(COc2ccc(Cc3cnc(N)nc3N)cc2OC)cc1. The target protein is PFCDPK1(Pfalciparum). The pKd is 5.0. (7) The drug is Cc1cn(-c2cc(NC(=O)c3ccc(C)c(Nc4nccc(-c5cccnc5)n4)c3)cc(C(F)(F)F)c2)cn1. The target protein (EPHB2) has sequence MALRRLGAALLLLPLLAAVEETLMDSTTATAELGWMVHPPSGWEEVSGYDENMNTIRTYQVCNVFESSQNNWLRTKFIRRRGAHRIHVEMKFSVRDCSSIPSVPGSCKETFNLYYYEADFDSATKTFPNWMENPWVKVDTIAADESFSQVDLGGRVMKINTEVRSFGPVSRSGFYLAFQDYGGCMSLIAVRVFYRKCPRIIQNGAIFQETLSGAESTSLVAARGSCIANAEEVDVPIKLYCNGDGEWLVPIGRCMCKAGFEAVENGTVCRGCPSGTFKANQGDEACTHCPINSRTTSEGATNCVCRNGYYRADLDPLDMPCTTIPSAPQAVISSVNETSLMLEWTPPRDSGGREDLVYNIICKSCGSGRGACTRCGDNVQYAPRQLGLTEPRIYISDLLAHTQYTFEIQAVNGVTDQSPFSPQFASVNITTNQAAPSAVSIMHQVSRTVDSITLSWSQPDQPNGVILDYELQYYEKMKTQRS. The pKd is 6.2. (8) The target protein (PFCDPK1(Pfalciparum)) has sequence MGCSQSSNVKDFKTRRSKFTNGNNYGKSGNNKNSEDLAINPGMYVRKKEGKIGESYFKVRKLGSGAYGEVLLCREKHGHGEKAIKVIKKSQFDKMKYSITNKIECDDKIHEEIYNEISLLKSLDHPNIIKLFDVFEDKKYFYLVTEFYEGGELFEQIINRHKFDECDAANIMKQILSGICYLHKHNIVHRDIKPENILLENKHSLLNIKIVDFGLSSFFSKDNKLRDRLGTAYYIAPEVLRKKYNEKCDVWSCGVILYILLCGYPPFGGQNDQDIIKKVEKGKYYFDFNDWKNISEEAKELIKLMLTYDYNKRITAKEALNSKWIKKYANNINKSDQKTLCGALSNMRKFEGSQKLAQAAILFIGSKLTTLEERKELTDIFKKLDKNGDGQLDKKELIEGYNILRSFKNELGELKNVEEEVDNILKEVDFDKNGYIEYSEFISVCMDKQILFSEERLRDAFNLFDTDKSGKITKEELANLFGLTSISEQMWNEVLGEADK.... The pKd is 5.0. The drug is O=C(O)c1ccc(Nc2ncc3c(n2)-c2ccc(Cl)cc2C(c2c(F)cccc2F)=NC3)cc1. (9) The compound is CC(O)C(=O)O.CN1CCN(c2ccc3c(c2)NC(=C2C(=O)N=c4cccc(F)c4=C2N)N3)CC1.O. The target protein (MAP3K3) has sequence MDEQEALNSIMNDLVALQMNRRHRMPGYETMKNKDTGHSNRQSDVRIKFEHNGERRIIAFSRPVKYEDVEHKVTTVFGQPLDLHYMNNELSILLKNQDDLDKAIDILDRSSSMKSLRILLLSQDRNHNSSSPHSGVSRQVRIKASQSAGDINTIYQPPEPRSRHLSVSSQNPGRSSPPPGYVPERQQHIARQGSYTSINSEGEFIPETSEQCMLDPLSSAENSLSGSCQSLDRSADSPSFRKSRMSRAQSFPDNRQEYSDRETQLYDKGVKGGTYPRRYHVSVHHKDYSDGRRTFPRIRRHQGNLFTLVPSSRSLSTNGENMGLAVQYLDPRGRLRSADSENALSVQERNVPTKSPSAPINWRRGKLLGQGAFGRVYLCYDVDTGRELASKQVQFDPDSPETSKEVSALECEIQLLKNLQHERIVQYYGCLRDRAEKTLTIFMEYMPGGSVKDQLKAYGALTESVTRKYTRQILEGMSYLHSNMIVHRDIKGANILRDSA.... The pKd is 5.0. (10) The compound is O=C(NC1CCNCC1)c1[nH]ncc1NC(=O)c1c(Cl)cccc1Cl. The pKd is 5.0. The target protein is PFCDPK1(Pfalciparum).